Dataset: Full USPTO retrosynthesis dataset with 1.9M reactions from patents (1976-2016). Task: Predict the reactants needed to synthesize the given product. (1) Given the product [F:15][C:2]([F:1])([C:8]1[CH:13]=[CH:12][C:11]([F:14])=[CH:10][N:9]=1)[C:3]([O-:5])=[O:4].[Na+:17], predict the reactants needed to synthesize it. The reactants are: [F:1][C:2]([F:15])([C:8]1[CH:13]=[CH:12][C:11]([F:14])=[CH:10][N:9]=1)[C:3]([O:5]CC)=[O:4].[OH-].[Na+:17]. (2) Given the product [CH2:43]([N:12]([C:13]1[CH:31]=[CH:30][C:16]([O:17][C@@H:18]2[CH2:22][CH2:21][N:20]([C:23]([O:25][C:26]([CH3:29])([CH3:28])[CH3:27])=[O:24])[CH2:19]2)=[C:15]([O:32][CH3:33])[CH:14]=1)[C:10](=[O:11])[C:9]([O:8][C:7]1[CH:36]=[CH:37][C:4]([CH:1]2[CH2:3][CH2:2]2)=[CH:5][CH:6]=1)=[CH:34][CH3:35])[CH:42]=[CH2:41], predict the reactants needed to synthesize it. The reactants are: [CH:1]1([C:4]2[CH:37]=[CH:36][C:7]([O:8][C:9](=[CH:34][CH3:35])[C:10]([NH:12][C:13]3[CH:31]=[CH:30][C:16]([O:17][C@@H:18]4[CH2:22][CH2:21][N:20]([C:23]([O:25][C:26]([CH3:29])([CH3:28])[CH3:27])=[O:24])[CH2:19]4)=[C:15]([O:32][CH3:33])[CH:14]=3)=[O:11])=[CH:6][CH:5]=2)[CH2:3][CH2:2]1.[H-].[Na+].Br[CH2:41][CH:42]=[CH2:43].